This data is from NCI-60 drug combinations with 297,098 pairs across 59 cell lines. The task is: Regression. Given two drug SMILES strings and cell line genomic features, predict the synergy score measuring deviation from expected non-interaction effect. (1) Drug 1: CC1C(C(=O)NC(C(=O)N2CCCC2C(=O)N(CC(=O)N(C(C(=O)O1)C(C)C)C)C)C(C)C)NC(=O)C3=C4C(=C(C=C3)C)OC5=C(C(=O)C(=C(C5=N4)C(=O)NC6C(OC(=O)C(N(C(=O)CN(C(=O)C7CCCN7C(=O)C(NC6=O)C(C)C)C)C)C(C)C)C)N)C. Drug 2: CC12CCC3C(C1CCC2O)C(CC4=C3C=CC(=C4)O)CCCCCCCCCS(=O)CCCC(C(F)(F)F)(F)F. Cell line: UACC-257. Synergy scores: CSS=1.95, Synergy_ZIP=6.21, Synergy_Bliss=9.04, Synergy_Loewe=5.73, Synergy_HSA=5.36. (2) Drug 1: CN(C)N=NC1=C(NC=N1)C(=O)N. Drug 2: CC12CCC3C(C1CCC2O)C(CC4=C3C=CC(=C4)O)CCCCCCCCCS(=O)CCCC(C(F)(F)F)(F)F. Cell line: COLO 205. Synergy scores: CSS=-3.74, Synergy_ZIP=-0.640, Synergy_Bliss=-2.58, Synergy_Loewe=-5.44, Synergy_HSA=-4.80.